This data is from Forward reaction prediction with 1.9M reactions from USPTO patents (1976-2016). The task is: Predict the product of the given reaction. (1) Given the reactants [Cl:1][C:2]1[CH:3]=[C:4]([C:9]2([C:15]([O:17][CH3:18])=[O:16])[CH2:11][CH:10]2[CH2:12][NH:13][CH3:14])[CH:5]=[CH:6][C:7]=1[Cl:8].[C:19]([OH:26])(=[O:25])/[CH:20]=[CH:21]/[C:22]([OH:24])=[O:23], predict the reaction product. The product is: [C:19]([OH:26])(=[O:25])/[CH:20]=[CH:21]/[C:22]([OH:24])=[O:23].[Cl:1][C:2]1[CH:3]=[C:4]([C:9]2([C:15]([O:17][CH3:18])=[O:16])[CH2:11][CH:10]2[CH2:12][NH:13][CH3:14])[CH:5]=[CH:6][C:7]=1[Cl:8]. (2) Given the reactants [NH:1]1[CH2:5][CH2:4][CH2:3][CH:2]1[C:6]1[NH:10][C:9]([C:11]2[S:15][C:14]3[CH:16]=[C:17]4[CH:21]=[C:20]([C:22]5[NH:26][C:25]([CH:27]6[CH2:31][CH2:30][CH2:29][NH:28]6)=[N:24][CH:23]=5)[S:19][C:18]4=[CH:32][C:13]=3[CH:12]=2)=[CH:8][N:7]=1.[ClH:33], predict the reaction product. The product is: [ClH:33].[ClH:33].[ClH:33].[ClH:33].[NH:1]1[CH2:5][CH2:4][CH2:3][CH:2]1[C:6]1[NH:10][C:9]([C:11]2[S:15][C:14]3[CH:16]=[C:17]4[CH:21]=[C:20]([C:22]5[NH:26][C:25]([CH:27]6[CH2:31][CH2:30][CH2:29][NH:28]6)=[N:24][CH:23]=5)[S:19][C:18]4=[CH:32][C:13]=3[CH:12]=2)=[CH:8][N:7]=1. (3) The product is: [ClH:1].[CH2:30]([N:29]([CH3:28])[C:2]1[N:7]=[C:6]([CH3:8])[N:5]=[C:4]([NH:9][C@@H:10]2[CH2:15][CH2:14][C@H:13]([NH:16][C:17](=[O:27])[C:18]3[CH:23]=[C:22]([F:24])[C:21]([F:25])=[C:20]([F:26])[CH:19]=3)[CH2:12][CH2:11]2)[CH:3]=1)[C:31]1[CH:36]=[CH:35][CH:34]=[CH:33][CH:32]=1. Given the reactants [Cl:1][C:2]1[N:7]=[C:6]([CH3:8])[N:5]=[C:4]([NH:9][C@@H:10]2[CH2:15][CH2:14][C@H:13]([NH:16][C:17](=[O:27])[C:18]3[CH:23]=[C:22]([F:24])[C:21]([F:25])=[C:20]([F:26])[CH:19]=3)[CH2:12][CH2:11]2)[CH:3]=1.[CH3:28][NH:29][CH2:30][C:31]1[CH:36]=[CH:35][CH:34]=[CH:33][CH:32]=1, predict the reaction product.